The task is: Predict the reactants needed to synthesize the given product.. This data is from Full USPTO retrosynthesis dataset with 1.9M reactions from patents (1976-2016). (1) Given the product [Cl:3][C:4]1[C:9]([F:10])=[CH:8][CH:7]=[C:6]([Cl:11])[C:5]=1[CH:12]([OH:14])[CH3:13], predict the reactants needed to synthesize it. The reactants are: [BH4-].[Na+].[Cl:3][C:4]1[C:9]([F:10])=[CH:8][CH:7]=[C:6]([Cl:11])[C:5]=1[C:12](=[O:14])[CH3:13]. (2) Given the product [NH2:1][C:2]1[CH:7]=[CH:6][C:5]([S:8]([N:11]([CH2:16][C@H:17]2[O:21][C:20]([CH3:22])([CH3:23])[N:19]([C:24]([O:26][C@H:27]3[C@H:34]4[C@H:30]([O:31][CH2:32][CH2:33]4)[O:29][CH2:28]3)=[O:25])[C@H:18]2[CH2:35][C:36]2[CH:37]=[CH:38][C:39]([O:42][CH2:50][C:51]3[CH:58]=[CH:57][CH:56]=[C:53]([C:54]#[N:55])[CH:52]=3)=[CH:40][CH:41]=2)[CH2:12][CH:13]([CH3:15])[CH3:14])(=[O:9])=[O:10])=[CH:4][CH:3]=1, predict the reactants needed to synthesize it. The reactants are: [NH2:1][C:2]1[CH:7]=[CH:6][C:5]([S:8]([N:11]([CH2:16][C@H:17]2[O:21][C:20]([CH3:23])([CH3:22])[N:19]([C:24]([O:26][C@H:27]3[C@H:34]4[C@H:30]([O:31][CH2:32][CH2:33]4)[O:29][CH2:28]3)=[O:25])[C@H:18]2[CH2:35][C:36]2[CH:41]=[CH:40][C:39]([OH:42])=[CH:38][CH:37]=2)[CH2:12][CH:13]([CH3:15])[CH3:14])(=[O:10])=[O:9])=[CH:4][CH:3]=1.C(=O)([O-])[O-].[Cs+].[Cs+].Br[CH2:50][C:51]1[CH:52]=[C:53]([CH:56]=[CH:57][CH:58]=1)[C:54]#[N:55].CCOCC. (3) Given the product [CH:1]([C:4]1[CH:9]=[CH:8][CH:7]=[CH:6][C:5]=1[O:10][CH2:24][CH2:23][O:22][C:18]1[CH:17]=[C:16]([CH2:15][CH:14]([O:26][CH3:27])[C:13]([OH:28])=[O:12])[CH:21]=[CH:20][CH:19]=1)([CH3:3])[CH3:2], predict the reactants needed to synthesize it. The reactants are: [CH:1]([C:4]1[CH:9]=[CH:8][CH:7]=[CH:6][C:5]=1[OH:10])([CH3:3])[CH3:2].C[O:12][C:13](=[O:28])[CH:14]([O:26][CH3:27])[CH2:15][C:16]1[CH:21]=[CH:20][CH:19]=[C:18]([O:22][CH2:23][CH2:24]Br)[CH:17]=1.CO[C@@H](CC1C=CC(OCCCOC2C=CC=CC=2)=CC=1)C(O)=O. (4) Given the product [CH3:7][C:8]1([CH3:16])[CH2:13][CH:12]([CH3:14])[CH2:11][CH:10]([N:1]2[CH2:6][CH2:5][CH2:4][CH2:3][CH2:2]2)[CH2:9]1, predict the reactants needed to synthesize it. The reactants are: [NH:1]1[CH2:6][CH2:5][CH2:4][CH2:3][CH2:2]1.[CH3:7][C:8]1([CH3:16])[CH2:13][CH:12]([CH3:14])[CH2:11][C:10](=O)[CH2:9]1.S([O-])([O-])(=O)=O.[Mg+2]. (5) Given the product [F:26][C:18]1[C:17]([O:16][C:10]2[C:9]3=[C:8]([CH3:27])[C:7]([O:6][CH2:5][C@H:4]([NH2:1])[CH3:28])=[CH:15][N:14]3[N:13]=[CH:12][N:11]=2)=[CH:22][N:21]=[C:20]2[NH:23][CH:24]=[CH:25][C:19]=12, predict the reactants needed to synthesize it. The reactants are: [N:1]([CH:4]([CH3:28])[CH2:5][O:6][C:7]1[C:8]([CH3:27])=[C:9]2[N:14]([CH:15]=1)[N:13]=[CH:12][N:11]=[C:10]2[O:16][C:17]1[C:18]([F:26])=[C:19]2[CH:25]=[CH:24][NH:23][C:20]2=[N:21][CH:22]=1)=[N+]=[N-].[H][H]. (6) Given the product [C:12]([O:11][C:9]([NH:24][CH:25]([C:31]([C:33]1[CH:34]=[CH:35][C:36]([O:39][CH3:40])=[CH:37][CH:38]=1)=[O:32])[C:26]([O:28][CH2:29][CH3:30])=[O:27])=[O:10])([CH3:13])([CH3:14])[CH3:15], predict the reactants needed to synthesize it. The reactants are: [C:9](O[C:9]([O:11][C:12]([CH3:15])([CH3:14])[CH3:13])=[O:10])([O:11][C:12]([CH3:15])([CH3:14])[CH3:13])=[O:10].C(N(CC)CC)C.Cl.[NH2:24][CH:25]([C:31]([C:33]1[CH:38]=[CH:37][C:36]([O:39][CH3:40])=[CH:35][CH:34]=1)=[O:32])[C:26]([O:28][CH2:29][CH3:30])=[O:27].O. (7) Given the product [CH2:11]([C:9]1[O:8][C:7]2[CH:13]=[CH:14][C:4]([C:1]([O:3][CH3:20])=[O:2])=[CH:5][C:6]=2[CH:10]=1)[CH3:12], predict the reactants needed to synthesize it. The reactants are: [C:1]([C:4]1[CH:14]=[CH:13][C:7]2[O:8][C:9]([CH2:11][CH3:12])=[CH:10][C:6]=2[CH:5]=1)([OH:3])=[O:2].S(=O)(=O)(O)O.[CH3:20]O. (8) Given the product [CH2:1]([S:3][C:5]1[CH:13]=[C:12]([C:14]([F:15])([F:17])[F:16])[CH:11]=[CH:10][C:6]=1[C:7]([OH:9])=[O:8])[CH3:2], predict the reactants needed to synthesize it. The reactants are: [CH2:1]([SH:3])[CH3:2].F[C:5]1[CH:13]=[C:12]([C:14]([F:17])([F:16])[F:15])[CH:11]=[CH:10][C:6]=1[C:7]([OH:9])=[O:8].C(=O)([O-])[O-].[Cs+].[Cs+].C(=O)(O)[O-].[Na+].